From a dataset of Experimentally validated miRNA-target interactions with 360,000+ pairs, plus equal number of negative samples. Binary Classification. Given a miRNA mature sequence and a target amino acid sequence, predict their likelihood of interaction. (1) The miRNA is hsa-miR-1273h-5p with sequence CUGGGAGGUCAAGGCUGCAGU. The protein sequence of the target gene is MNSDQDVALKLAQERAEIVAKYDRGREGAEIEPWEDADYLVYKVTDRFGFLHEEELPDHNVAVERQKHLEIERTTKWLKMLKGWEKYKNTEKFHRRIYKGIPLQLRGEVWALLLEIPKMKEETRDLYSKLKHRARGCSPDIRQIDLDVNRTFRDHIMFRDRYGVKQQSLFHVLAAYSIYNTEVGYCQGMSQITALLLMYMNEEDAFWALVKLFSGPKHAMHGFFVQGFPKLLRFQEHHEKILNKFLSKLKQHLDSQEIYTSFYTMKWFFQCFLDRTPFTLNLRIWDIYIFEGERVLTAMS.... Result: 1 (interaction). (2) The miRNA is hsa-miR-185-5p with sequence UGGAGAGAAAGGCAGUUCCUGA. The protein sequence of the target gene is MAAGGRMEDGSLDITQSIEDDPLLDAQLLPHHSLQAHFRPRFHPLPTVIIVNLLWFIHLVFVVLAFLTGVLCSYPNPNEDKCPGNYTNPLKVQTVIILGKVILWILHLLLECYIQYHHSKIRNRGYNLIYRSTRHLKRLALMIQSSGNTVLLLILCMQHSFPEPGRLYLDLILAILALELICSLICLLIYTVKIRRFNKAKPEPDILEEEKIYAYPSNITSETGFRTISSLEEIVEKQGDTIEYLKRHNALLSKRLLALTSSDLGCQPSRT. Result: 0 (no interaction). (3) The miRNA is mmu-miR-200b-3p with sequence UAAUACUGCCUGGUAAUGAUGA. The protein sequence of the target gene is MEVKGPSGRSFCCESEGQFKSCLKRHTPSLLLPSSWKGNSGSCLMAEALHRTSPTPNSCPLPLPLCRMSGVLCSRNLFTFKFSLFQLDSGASGEPGHSLGLTLGFSYCGNCQTAVVSAQPEGMASNGAYPVLGPGVTANPGTSLSVFTALPFTTPAPGPAHGPLLVTAGAPPGGPLVLSTFPSTPLVTEQDGCGPSGAGASNVFVQMRTEVGPVKAAQAQTLVLTQAPLVWQAPGALCGGVVCPPPLLLAAAPVVPVMAAQVVGGTQACEGGWSQGLPLPPPPPPAAQLPPIVSQGNAGP.... Result: 0 (no interaction).